Task: Predict the product of the given reaction.. Dataset: Forward reaction prediction with 1.9M reactions from USPTO patents (1976-2016) (1) The product is: [CH3:40][O:41][C:42]([C:44]1[CH:49]=[CH:48][CH:47]=[CH:46][C:45]=1[NH:50][C:51]1[N:55]([C:56]2[CH:61]=[CH:60][CH:59]=[CH:58][C:57]=2[CH3:62])[N:54]=[C:53]([CH3:63])[C:52]=1[C:29]1[CH:28]=[C:27]2[C:22](=[C:21]([F:20])[CH:30]=1)[N:23]=[CH:24][CH:25]=[N:26]2)=[O:43]. Given the reactants C1(P(C2CCCCC2)C2CCCCC2)CCCCC1.[F:20][C:21]1[CH:30]=[C:29](B2OC(C)(C)C(C)(C)O2)[CH:28]=[C:27]2[C:22]=1[N:23]=[CH:24][CH:25]=[N:26]2.[CH3:40][O:41][C:42]([C:44]1[CH:49]=[CH:48][CH:47]=[CH:46][C:45]=1[NH:50][C:51]1[N:55]([C:56]2[CH:61]=[CH:60][CH:59]=[CH:58][C:57]=2[CH3:62])[N:54]=[C:53]([CH3:63])[C:52]=1Br)=[O:43].P([O-])([O-])([O-])=O.[K+].[K+].[K+], predict the reaction product. (2) The product is: [CH3:44][S:45]([N:1]1[C:9]2[C:4](=[CH:5][CH:6]=[CH:7][CH:8]=2)[C:3]2([C:13]3=[CH:14][C:15]4[O:19][CH2:18][O:17][C:16]=4[CH:20]=[C:12]3[O:11][CH2:10]2)[C:2]1=[O:21])(=[O:47])=[O:46]. Given the reactants [NH:1]1[C:9]2[C:4](=[CH:5][CH:6]=[CH:7][CH:8]=2)[C:3]2([C:13]3=[CH:14][C:15]4[O:19][CH2:18][O:17][C:16]=4[CH:20]=[C:12]3[O:11][CH2:10]2)[C:2]1=[O:21].BrC1C=CC=C2C=1C1(C3=CC4OCOC=4C=C3OC1)C(=O)N2.[CH3:44][S:45](Cl)(=[O:47])=[O:46].BrCC1OC(C(F)(F)F)=CC=1, predict the reaction product.